This data is from Forward reaction prediction with 1.9M reactions from USPTO patents (1976-2016). The task is: Predict the product of the given reaction. (1) Given the reactants Cl.[NH2:2][C:3]1([C:11]([O:13][CH3:14])=[O:12])[CH2:8][CH2:7][C:6]([F:10])([F:9])[CH2:5][CH2:4]1.C(N(CC)CC)C.[Cl:22][C:23]1[CH:28]=[CH:27][C:26]([C:29]2[CH:34]=[CH:33][C:32]([Cl:35])=[CH:31][CH:30]=2)=[CH:25][C:24]=1[CH2:36][C:37](O)=[O:38].P(Cl)(Cl)(Cl)=O, predict the reaction product. The product is: [Cl:22][C:23]1[CH:28]=[CH:27][C:26]([C:29]2[CH:30]=[CH:31][C:32]([Cl:35])=[CH:33][CH:34]=2)=[CH:25][C:24]=1[CH2:36][C:37]([NH:2][C:3]1([C:11]([O:13][CH3:14])=[O:12])[CH2:8][CH2:7][C:6]([F:10])([F:9])[CH2:5][CH2:4]1)=[O:38]. (2) Given the reactants C[O:2][C:3]([C:5]1[S:9][C:8]([N:10]2[C:14]3[CH:15]=[C:16]([O:21][CH3:22])[C:17]([O:19][CH3:20])=[CH:18][C:13]=3[N:12]=[CH:11]2)=[N:7][C:6]=1Br)=[O:4].[CH3:24][N:25]([CH3:37])[C:26]([C:28]1[CH:29]=[C:30](B(O)O)[CH:31]=[CH:32][CH:33]=1)=[O:27], predict the reaction product. The product is: [CH3:20][O:19][C:17]1[C:16]([O:21][CH3:22])=[CH:15][C:14]2[N:10]([C:8]3[S:9][C:5]([C:3]([OH:2])=[O:4])=[C:6]([C:30]4[CH:31]=[CH:32][CH:33]=[C:28]([C:26](=[O:27])[N:25]([CH3:24])[CH3:37])[CH:29]=4)[N:7]=3)[CH:11]=[N:12][C:13]=2[CH:18]=1. (3) Given the reactants C([N:3]([CH2:15][CH3:16])[C:4](=O)[C:5]1[CH:10]=[CH:9][C:8](OC)=[CH:7][C:6]=1C)C.[Li]CCCC.C(OC(C1SC=CN=1)=O)C, predict the reaction product. The product is: [CH:4]1[C:5]2[C:6](=[CH:7][CH:8]=[CH:9][CH:10]=2)[CH:16]=[CH:15][N:3]=1. (4) Given the reactants OC(C(F)(F)F)=O.[Cl:8][C:9]1[CH:10]=[CH:11][CH:12]=[C:13]2[C:22]=1[C:16]1([CH2:21][CH2:20][NH:19][CH2:18][CH2:17]1)[N:15]([CH2:23][C:24]1[CH:29]=[CH:28][C:27]([O:30][CH3:31])=[CH:26][CH:25]=1)[C:14]2=[S:32].C([O-])([O-])=O.[K+].[K+].[CH:39]12[CH2:48][CH:43]3[CH2:44][CH:45]([CH2:47][CH:41]([CH2:42]3)[CH:40]1[N:49]=[C:50]=[O:51])[CH2:46]2.NC(N)=O, predict the reaction product. The product is: [Cl:8][C:9]1[CH:10]=[CH:11][CH:12]=[C:13]2[C:22]=1[C:16]1([CH2:21][CH2:20][N:19]([C:50]([NH:49][CH:40]3[CH:39]4[CH2:48][CH:43]5[CH2:44][CH:45]([CH2:47][CH:41]3[CH2:42]5)[CH2:46]4)=[O:51])[CH2:18][CH2:17]1)[N:15]([CH2:23][C:24]1[CH:25]=[CH:26][C:27]([O:30][CH3:31])=[CH:28][CH:29]=1)[C:14]2=[S:32].